This data is from Full USPTO retrosynthesis dataset with 1.9M reactions from patents (1976-2016). The task is: Predict the reactants needed to synthesize the given product. (1) Given the product [CH2:19]([O:18][CH2:17][CH2:16][CH2:15][CH:12]1[CH2:13][CH2:14][N:10]([C:8]([O:7][C:3]([CH3:6])([CH3:5])[CH3:4])=[O:9])[CH2:11]1)[C:20]1[CH:25]=[CH:24][CH:23]=[CH:22][CH:21]=1, predict the reactants needed to synthesize it. The reactants are: [H-].[Na+].[C:3]([O:7][C:8]([N:10]1[CH2:14][CH2:13][CH:12]([CH2:15][CH2:16][CH2:17][OH:18])[CH2:11]1)=[O:9])([CH3:6])([CH3:5])[CH3:4].[CH2:19](Br)[C:20]1[CH:25]=[CH:24][CH:23]=[CH:22][CH:21]=1. (2) Given the product [S:1]1[C:5]2[CH:6]=[CH:7][CH:8]=[CH:9][C:4]=2[N:3]=[C:2]1[NH:10][C:11]([C:13]1[CH:14]=[CH:15][CH:16]=[C:17]2[C:22]=1[CH2:21][N:20]([C:23]1[S:24][C:25]([CH2:33][CH2:34][CH2:35][I:37])=[C:26]([C:28]([O:30][CH2:31][CH3:32])=[O:29])[N:27]=1)[CH2:19][CH2:18]2)=[O:12], predict the reactants needed to synthesize it. The reactants are: [S:1]1[C:5]2[CH:6]=[CH:7][CH:8]=[CH:9][C:4]=2[N:3]=[C:2]1[NH:10][C:11]([C:13]1[CH:14]=[CH:15][CH:16]=[C:17]2[C:22]=1[CH2:21][N:20]([C:23]1[S:24][C:25]([CH2:33][CH2:34][CH2:35]Cl)=[C:26]([C:28]([O:30][CH2:31][CH3:32])=[O:29])[N:27]=1)[CH2:19][CH2:18]2)=[O:12].[I-:37].[Na+]. (3) Given the product [CH2:14]([NH:21][C:22](=[O:23])[NH:1][O:2][CH2:3][C:4]([OH:6])=[O:5])[C:15]1[CH:20]=[CH:19][CH:18]=[CH:17][CH:16]=1, predict the reactants needed to synthesize it. The reactants are: [NH2:1][O:2][CH2:3][C:4]([OH:6])=[O:5].C(N(CC)CC)C.[CH2:14]([N:21]=[C:22]=[O:23])[C:15]1[CH:20]=[CH:19][CH:18]=[CH:17][CH:16]=1. (4) The reactants are: [NH2:1][C:2]1[CH:3]=[C:4]([C:8]2[C:17]3[C:12](=[C:13]([C:18]([F:21])([F:20])[F:19])[CH:14]=[CH:15][CH:16]=3)[N:11]=[CH:10][C:9]=2[C:22]([C:24]2[CH:29]=[CH:28][CH:27]=[CH:26][CH:25]=2)=[O:23])[CH:5]=[CH:6][CH:7]=1.C[O:31][C:32](=[O:48])[CH2:33][C:34]1[CH:35]=[C:36]([C:40]2[CH:45]=[CH:44][C:43]([CH:46]=O)=[CH:42][CH:41]=2)[CH:37]=[CH:38][CH:39]=1. Given the product [C:22]([C:9]1[CH:10]=[N:11][C:12]2[C:17]([C:8]=1[C:4]1[CH:3]=[C:2]([NH:1][CH2:46][C:43]3[CH:44]=[CH:45][C:40]([C:36]4[CH:37]=[CH:38][CH:39]=[C:34]([CH2:33][C:32]([OH:48])=[O:31])[CH:35]=4)=[CH:41][CH:42]=3)[CH:7]=[CH:6][CH:5]=1)=[CH:16][CH:15]=[CH:14][C:13]=2[C:18]([F:21])([F:19])[F:20])(=[O:23])[C:24]1[CH:25]=[CH:26][CH:27]=[CH:28][CH:29]=1, predict the reactants needed to synthesize it. (5) Given the product [CH3:30][N:28]([CH3:29])[C:24]1[CH:23]=[C:22]([NH:21][C:19](=[O:20])[C:18]2[CH:31]=[CH:32][C:33]([CH3:34])=[C:16]([NH:15][C:13](=[O:14])[C:12]3[CH:11]=[CH:10][C:9]([OH:8])=[CH:36][CH:35]=3)[CH:17]=2)[CH:27]=[CH:26][CH:25]=1, predict the reactants needed to synthesize it. The reactants are: C([O:8][C:9]1[CH:36]=[CH:35][C:12]([C:13]([NH:15][C:16]2[CH:17]=[C:18]([CH:31]=[CH:32][C:33]=2[CH3:34])[C:19]([NH:21][C:22]2[CH:27]=[CH:26][CH:25]=[C:24]([N:28]([CH3:30])[CH3:29])[CH:23]=2)=[O:20])=[O:14])=[CH:11][CH:10]=1)C1C=CC=CC=1.C([O-])=O.[NH4+]. (6) Given the product [Cl:1][C:2]1[CH:3]=[C:4]2[C:8](=[CH:9][CH:10]=1)[N:7]([CH2:11][C:12]([OH:14])=[O:13])[C:6](=[O:19])[C:5]12[C:23](=[O:24])[N:22]([CH2:28][C:29]2[C:30]([C:35]3[CH:40]=[CH:39][CH:38]=[CH:37][CH:36]=3)=[N:31][O:32][C:33]=2[CH3:34])[C:21](=[O:25])[N:20]1[CH3:26], predict the reactants needed to synthesize it. The reactants are: [Cl:1][C:2]1[CH:3]=[C:4]2[C:8](=[CH:9][CH:10]=1)[N:7]([CH2:11][C:12]([O:14]C(C)(C)C)=[O:13])[C:6](=[O:19])[C:5]12[C:23](=[O:24])[NH:22][C:21](=[O:25])[N:20]1[CH3:26].Br[CH2:28][C:29]1[C:30]([C:35]2[CH:40]=[CH:39][CH:38]=[CH:37][CH:36]=2)=[N:31][O:32][C:33]=1[CH3:34]. (7) Given the product [Cl:64][C:65]1[CH:70]=[CH:69][C:68]([C@:71]2([OH:22])[C@@H:72]([OH:97])[CH2:73][N:74]([C:79]([O:81][C:82]([CH3:85])([CH3:84])[CH3:83])=[O:80])[CH2:75][C:76]2([CH3:77])[CH3:78])=[CH:67][CH:66]=1, predict the reactants needed to synthesize it. The reactants are: CC[C@H]1[C@H]2C[C@H]([C@H](OC3C4C(=CC=CC=4)C(O[C@H](C4C=CN=C5C=4C=C(OC)C=C5)[C@@H]4N5C[C@H](CC)[C@@H](CC5)C4)=NN=3)C3C=CN=C4C=3C=C([O:22]C)C=C4)N(CC2)C1.CS(N)(=O)=O.[Cl:64][C:65]1[CH:70]=[CH:69][C:68]([C:71]2[C:76]([CH3:78])([CH3:77])[CH2:75][N:74]([C:79]([O:81][C:82]([CH3:85])([CH3:84])[CH3:83])=[O:80])[CH2:73][CH:72]=2)=[CH:67][CH:66]=1.S([O-])([O-])=O.[Na+].[Na+].C(O)(C)(C)C.[OH2:97]. (8) Given the product [O:33]=[C:28]1[NH:27][CH2:32][CH2:31][N:30]([CH2:2][C:3]2[CH:8]=[CH:7][C:6]([CH2:9][CH2:10][NH:11][C:12]([C:14]3[CH:19]=[CH:18][C:17]([C:20]4[CH:25]=[CH:24][C:23]([Cl:26])=[CH:22][CH:21]=4)=[CH:16][CH:15]=3)=[O:13])=[CH:5][CH:4]=2)[CH2:29]1, predict the reactants needed to synthesize it. The reactants are: Br[CH2:2][C:3]1[CH:8]=[CH:7][C:6]([CH2:9][CH2:10][NH:11][C:12]([C:14]2[CH:19]=[CH:18][C:17]([C:20]3[CH:25]=[CH:24][C:23]([Cl:26])=[CH:22][CH:21]=3)=[CH:16][CH:15]=2)=[O:13])=[CH:5][CH:4]=1.[NH:27]1[CH2:32][CH2:31][NH:30][CH2:29][C:28]1=[O:33].